Dataset: Catalyst prediction with 721,799 reactions and 888 catalyst types from USPTO. Task: Predict which catalyst facilitates the given reaction. (1) Reactant: Cl.Cl.[NH2:3][CH2:4][C:5](=[O:11])[CH2:6][CH2:7][C:8]([OH:10])=[O:9].N.[P:13](=[O:17])([OH:16])([OH:15])[OH:14]. Product: [P:13]([OH:17])([OH:16])([OH:15])=[O:14].[NH2:3][CH2:4][C:5](=[O:11])[CH2:6][CH2:7][C:8]([OH:10])=[O:9]. The catalyst class is: 6. (2) Reactant: [CH:1]([O:4][C:5]([N:7]1[CH2:12][CH2:11][CH:10]([O:13][C:14]2[C:19]([CH3:20])=[C:18](Cl)[N:17]=[CH:16][N:15]=2)[CH2:9][CH2:8]1)=[O:6])([CH3:3])[CH3:2].[F:22][C:23]1[CH:28]=[C:27]([CH2:29][CH2:30][N:31]2[CH2:36][CH2:35][O:34][CH2:33][CH2:32]2)[CH:26]=[CH:25][C:24]=1[OH:37].C([O-])([O-])=O.[K+].[K+].O. Product: [CH:1]([O:4][C:5]([N:7]1[CH2:12][CH2:11][CH:10]([O:13][C:14]2[C:19]([CH3:20])=[C:18]([O:37][C:24]3[CH:25]=[CH:26][C:27]([CH2:29][CH2:30][N:31]4[CH2:36][CH2:35][O:34][CH2:33][CH2:32]4)=[CH:28][C:23]=3[F:22])[N:17]=[CH:16][N:15]=2)[CH2:9][CH2:8]1)=[O:6])([CH3:3])[CH3:2]. The catalyst class is: 3. (3) Reactant: CC[N+](S(N=C(OC)[O-])(=O)=O)(CC)CC.[CH3:16][O:17][C:18](=[O:35])[C@H:19]([C@@H:32]([CH3:34])[OH:33])[NH:20][C:21](=O)[C:22]1[CH:27]=[CH:26][C:25]([N+:28]([O-:30])=[O:29])=[CH:24][CH:23]=1. Product: [CH3:34][CH:32]1[O:33][C:21]([C:22]2[CH:27]=[CH:26][C:25]([N+:28]([O-:30])=[O:29])=[CH:24][CH:23]=2)=[N:20][CH:19]1[C:18]([O:17][CH3:16])=[O:35]. The catalyst class is: 1. (4) Reactant: N(C(C)C)C(C)C.[Br:8][C:9]1[CH:14]=[CH:13][C:12]([O:15][CH3:16])=[CH:11][N:10]=1.[Li+].CC([N-]C(C)C)C.[C:25](=[O:27])=[O:26].[OH-].[Na+]. Product: [Br:8][C:9]1[CH:14]=[C:13]([C:12]([O:15][CH3:16])=[CH:11][N:10]=1)[C:25]([OH:27])=[O:26]. The catalyst class is: 1. (5) Reactant: C(OC([N:8]1[CH2:11][CH2:10][C@H:9]1[CH2:12][NH:13][C:14]([C:16]1[CH:17]=[CH:18][CH:19]=[C:20]2[O:24][CH:23]=[CH:22][C:21]=12)=[O:15])=O)(C)(C)C.[ClH:25]. Product: [ClH:25].[NH:8]1[CH2:11][CH2:10][C@H:9]1[CH2:12][NH:13][C:14]([C:16]1[CH:17]=[CH:18][CH:19]=[C:20]2[O:24][CH:23]=[CH:22][C:21]=12)=[O:15]. The catalyst class is: 41. (6) Reactant: CI.[Cl:3][C:4]1[CH:5]=[C:6]([CH:31]=[CH:32][C:33]=1[O:34][CH3:35])[CH2:7][NH:8][C:9]1[C:18]2[C:13](=[CH:14][CH:15]=[C:16]([C:19]3[NH:23][N:22]=[N:21][N:20]=3)[CH:17]=2)[C:12]([N:24]2[CH2:29][CH2:28][CH:27]([OH:30])[CH2:26][CH2:25]2)=[N:11][N:10]=1.[C:36](=O)([O-])[O-].[K+].[K+].CN(C)C=O. Product: [Cl:3][C:4]1[CH:5]=[C:6]([CH:31]=[CH:32][C:33]=1[O:34][CH3:35])[CH2:7][NH:8][C:9]1[C:18]2[C:13](=[CH:14][CH:15]=[C:16]([C:19]3[N:23]([CH3:36])[N:22]=[N:21][N:20]=3)[CH:17]=2)[C:12]([N:24]2[CH2:25][CH2:26][CH:27]([OH:30])[CH2:28][CH2:29]2)=[N:11][N:10]=1. The catalyst class is: 6. (7) Reactant: CS(O)(=O)=[O:3].[F:6][C:7]([F:19])([F:18])[C:8]1[CH:9]=[C:10]([CH:14](O)[CH:15]=[CH2:16])[CH:11]=[CH:12][CH:13]=1.C1(C)C=CC=CC=1. Product: [F:6][C:7]([F:19])([F:18])[C:8]1[CH:9]=[C:10]([CH:14]=[CH:15][CH2:16][OH:3])[CH:11]=[CH:12][CH:13]=1. The catalyst class is: 30. (8) The catalyst class is: 105. Reactant: [F:1][C:2]1[CH:3]=[N:4][C:5]2[C:10]([C:11]=1[CH2:12][CH2:13][N:14]1[CH2:17][CH:16]([CH2:18][NH:19]C(=O)OCC3C=CC=CC=3)[CH2:15]1)=[N:9][C:8]([O:30][CH3:31])=[CH:7][CH:6]=2. Product: [F:1][C:2]1[CH:3]=[N:4][C:5]2[C:10]([C:11]=1[CH2:12][CH2:13][N:14]1[CH2:15][CH:16]([CH2:18][NH2:19])[CH2:17]1)=[N:9][C:8]([O:30][CH3:31])=[CH:7][CH:6]=2.